This data is from Peptide-MHC class II binding affinity with 134,281 pairs from IEDB. The task is: Regression. Given a peptide amino acid sequence and an MHC pseudo amino acid sequence, predict their binding affinity value. This is MHC class II binding data. (1) The peptide sequence is NSFTAPNESYKKQVT. The MHC is DRB1_0901 with pseudo-sequence DRB1_0901. The binding affinity (normalized) is 0.189. (2) The peptide sequence is YEVRAELPGVDPDKD. The MHC is DRB1_0101 with pseudo-sequence DRB1_0101. The binding affinity (normalized) is 0.205. (3) The binding affinity (normalized) is 0.697. The peptide sequence is FKTFEAAFTSSSKAA. The MHC is DRB1_1602 with pseudo-sequence DRB1_1602.